From a dataset of Forward reaction prediction with 1.9M reactions from USPTO patents (1976-2016). Predict the product of the given reaction. (1) Given the reactants [CH3:1][O:2][C:3]1[CH:4]=[CH:5][C:6]([CH:9]=O)=[CH:7][CH:8]=1.[CH2:11]([CH2:13][NH2:14])[OH:12].[BH4-].[Na+], predict the reaction product. The product is: [CH3:1][O:2][C:3]1[CH:8]=[CH:7][C:6]([CH2:9][NH:14][CH2:13][CH2:11][OH:12])=[CH:5][CH:4]=1. (2) Given the reactants [CH2:1]([C:5]1[CH:10]=[CH:9][C:8]([C:11]#[C:12][C:13]2[CH:31]=[CH:30][C:16]([CH2:17][NH:18][C:19]3[CH:20]=[CH:21][C:22]([F:29])=[C:23]([CH:28]=3)[C:24]([O:26][CH3:27])=[O:25])=[CH:15][CH:14]=2)=[CH:7][CH:6]=1)[CH2:2][CH2:3][CH3:4].[C:32]([CH2:36][C:37](Cl)=[O:38])([CH3:35])([CH3:34])[CH3:33], predict the reaction product. The product is: [CH2:1]([C:5]1[CH:6]=[CH:7][C:8]([C:11]#[C:12][C:13]2[CH:14]=[CH:15][C:16]([CH2:17][N:18]([C:37](=[O:38])[CH2:36][C:32]([CH3:35])([CH3:34])[CH3:33])[C:19]3[CH:20]=[CH:21][C:22]([F:29])=[C:23]([CH:28]=3)[C:24]([O:26][CH3:27])=[O:25])=[CH:30][CH:31]=2)=[CH:9][CH:10]=1)[CH2:2][CH2:3][CH3:4].